From a dataset of Catalyst prediction with 721,799 reactions and 888 catalyst types from USPTO. Predict which catalyst facilitates the given reaction. (1) Reactant: [H-].[K+].[CH3:3][CH:4]1[CH2:9][CH2:8][CH2:7][CH2:6][C:5]1=[O:10].[CH2:11](B(CC)CC)C.CI. The catalyst class is: 7. Product: [CH3:3][C:4]1([CH3:11])[CH2:9][CH2:8][CH2:7][CH2:6][C:5]1=[O:10]. (2) The catalyst class is: 8. Product: [F:22][C:21]([F:23])([F:24])[C:19]1[CH:20]=[C:15]([NH:14][C:13]([C:7]2[CH:8]=[C:9]([OH:12])[CH:10]=[CH:11][C:6]=2[CH:5]=[C:4]([C:30]#[N:31])[C:3]([OH:32])=[O:2])=[O:29])[CH:16]=[C:17]([C:25]([F:27])([F:28])[F:26])[CH:18]=1. Reactant: C[O:2][C:3](=[O:32])[C:4]([C:30]#[N:31])=[CH:5][C:6]1[CH:11]=[CH:10][C:9]([OH:12])=[CH:8][C:7]=1[C:13](=[O:29])[NH:14][C:15]1[CH:20]=[C:19]([C:21]([F:24])([F:23])[F:22])[CH:18]=[C:17]([C:25]([F:28])([F:27])[F:26])[CH:16]=1.[OH-].[Na+].Cl. (3) Reactant: O.NN.[CH2:4]([N:11]1[CH2:16][C@@H:15]2[CH2:17][C@H:12]1[CH2:13][N:14]2[C:18]1[CH:23]=[CH:22][C:21]([N+:24]([O-])=O)=[CH:20][C:19]=1[F:27])[C:5]1[CH:10]=[CH:9][CH:8]=[CH:7][CH:6]=1.C. Product: [NH2:24][C:21]1[CH:22]=[CH:23][C:18]([N:14]2[CH2:13][C@@H:12]3[CH2:17][C@H:15]2[CH2:16][N:11]3[CH2:4][C:5]2[CH:6]=[CH:7][CH:8]=[CH:9][CH:10]=2)=[C:19]([F:27])[CH:20]=1. The catalyst class is: 171. (4) Reactant: [NH2:1][C:2]1[C:10]([N+:11]([O-:13])=[O:12])=[CH:9][C:5]([C:6]([OH:8])=[O:7])=[CH:4][N:3]=1.[CH3:14]O. The catalyst class is: 82. Product: [CH3:14][O:7][C:6](=[O:8])[C:5]1[CH:9]=[C:10]([N+:11]([O-:13])=[O:12])[C:2]([NH2:1])=[N:3][CH:4]=1. (5) Product: [CH3:1][C:2]1[CH:3]=[CH:4][C:5]([S:8]([N:11]([CH2:17][C:18]2[CH:19]=[CH:20][C:21]([C:22]([OH:24])=[O:23])=[CH:26][CH:27]=2)[CH:12]([CH2:13][CH3:14])[CH2:15][CH3:16])(=[O:10])=[O:9])=[CH:6][CH:7]=1. The catalyst class is: 5. Reactant: [CH3:1][C:2]1[CH:7]=[CH:6][C:5]([S:8]([N:11]([CH2:17][C:18]2[CH:27]=[CH:26][C:21]([C:22]([O:24]C)=[O:23])=[CH:20][CH:19]=2)[CH:12]([CH2:15][CH3:16])[CH2:13][CH3:14])(=[O:10])=[O:9])=[CH:4][CH:3]=1.[OH-].[K+]. (6) The catalyst class is: 62. Reactant: [NH2:1][C:2]1[CH:20]=[CH:19][C:5]([O:6][C:7]2[N:12]=[CH:11][N:10]=[C:9]([NH:13][C:14]([CH:16]3[CH2:18][CH2:17]3)=[O:15])[CH:8]=2)=C[C:3]=1C.C1(C([NH2:27])=O)CC1.C1(P(C2C=CC=CC=2)[C:35]2C=CC3[C:37](=CC=CC=3)[C:36]=2[C:45]2C3C(=CC=CC=3)C=CC=2P(C2C=CC=CC=2)C2C=CC=CC=2)C=CC=CC=1.[C:74]([O-:77])([O-])=[O:75].[Cs+].[Cs+]. Product: [CH:16]1([C:14]([NH:13][C:9]2[N:10]=[CH:11][N:12]=[C:7]([O:6][C:5]3[N:27]=[CH:3][C:2]([NH:1][C:74](=[O:75])[O:77][C:36]([CH3:45])([CH3:37])[CH3:35])=[CH:20][CH:19]=3)[CH:8]=2)=[O:15])[CH2:17][CH2:18]1. (7) Reactant: Cl.[Br:2][C:3]1[CH:12]=[CH:11][C:6]([C:7]([NH:9][NH2:10])=[O:8])=[C:5]([Cl:13])[CH:4]=1.CCN(C(C)C)C(C)C.[CH:23]1([C:26]([N:28]2[CH2:32][CH2:31][C@@H:30]([CH2:33][NH:34][C:35](N3C=CN=C3)=[O:36])[CH2:29]2)=[O:27])[CH2:25][CH2:24]1. Product: [Br:2][C:3]1[CH:12]=[CH:11][C:6]([C:7]([NH:9][NH:10][C:35]([NH:34][CH2:33][C@@H:30]2[CH2:31][CH2:32][N:28]([C:26]([CH:23]3[CH2:24][CH2:25]3)=[O:27])[CH2:29]2)=[O:36])=[O:8])=[C:5]([Cl:13])[CH:4]=1. The catalyst class is: 1.